The task is: Regression. Given two drug SMILES strings and cell line genomic features, predict the synergy score measuring deviation from expected non-interaction effect.. This data is from NCI-60 drug combinations with 297,098 pairs across 59 cell lines. (1) Drug 1: CNC(=O)C1=CC=CC=C1SC2=CC3=C(C=C2)C(=NN3)C=CC4=CC=CC=N4. Drug 2: CS(=O)(=O)C1=CC(=C(C=C1)C(=O)NC2=CC(=C(C=C2)Cl)C3=CC=CC=N3)Cl. Cell line: SK-MEL-5. Synergy scores: CSS=-5.66, Synergy_ZIP=4.61, Synergy_Bliss=5.19, Synergy_Loewe=-2.78, Synergy_HSA=-1.87. (2) Drug 1: COC1=CC(=CC(=C1O)OC)C2C3C(COC3=O)C(C4=CC5=C(C=C24)OCO5)OC6C(C(C7C(O6)COC(O7)C8=CC=CS8)O)O. Drug 2: C1=NC2=C(N=C(N=C2N1C3C(C(C(O3)CO)O)O)F)N. Cell line: COLO 205. Synergy scores: CSS=19.7, Synergy_ZIP=-11.3, Synergy_Bliss=-21.3, Synergy_Loewe=-23.2, Synergy_HSA=-17.2. (3) Drug 1: CC(C)NC(=O)C1=CC=C(C=C1)CNNC.Cl. Drug 2: C1CCC(C(C1)N)N.C(=O)(C(=O)[O-])[O-].[Pt+4]. Cell line: M14. Synergy scores: CSS=-4.00, Synergy_ZIP=0.442, Synergy_Bliss=-14.1, Synergy_Loewe=-38.9, Synergy_HSA=-15.8. (4) Drug 1: C1=C(C(=O)NC(=O)N1)N(CCCl)CCCl. Drug 2: C1=CC(=CC=C1C#N)C(C2=CC=C(C=C2)C#N)N3C=NC=N3. Cell line: UACC-257. Synergy scores: CSS=-1.82, Synergy_ZIP=-3.14, Synergy_Bliss=-2.96, Synergy_Loewe=-4.57, Synergy_HSA=-4.24. (5) Drug 1: CC(CN1CC(=O)NC(=O)C1)N2CC(=O)NC(=O)C2. Drug 2: C1=CC(=CC=C1CCCC(=O)O)N(CCCl)CCCl. Cell line: NCI-H226. Synergy scores: CSS=20.5, Synergy_ZIP=-0.643, Synergy_Bliss=4.44, Synergy_Loewe=3.99, Synergy_HSA=6.14. (6) Drug 1: CC1=C2C(C(=O)C3(C(CC4C(C3C(C(C2(C)C)(CC1OC(=O)C(C(C5=CC=CC=C5)NC(=O)C6=CC=CC=C6)O)O)OC(=O)C7=CC=CC=C7)(CO4)OC(=O)C)O)C)OC(=O)C. Drug 2: C1=CC=C(C=C1)NC(=O)CCCCCCC(=O)NO. Cell line: OVCAR3. Synergy scores: CSS=65.6, Synergy_ZIP=4.09, Synergy_Bliss=5.23, Synergy_Loewe=2.33, Synergy_HSA=5.82. (7) Drug 2: C1=CC=C(C=C1)NC(=O)CCCCCCC(=O)NO. Drug 1: CC12CCC3C(C1CCC2=O)CC(=C)C4=CC(=O)C=CC34C. Cell line: SK-MEL-2. Synergy scores: CSS=45.7, Synergy_ZIP=-7.05, Synergy_Bliss=-5.25, Synergy_Loewe=-9.74, Synergy_HSA=-3.31.